The task is: Predict the product of the given reaction.. This data is from Forward reaction prediction with 1.9M reactions from USPTO patents (1976-2016). (1) Given the reactants [C:1]1([CH3:18])[CH:6]=[CH:5][CH:4]=[C:3]([O:7][CH2:8][C:9]2[CH:17]=[CH:16][C:12]([C:13]([OH:15])=O)=[CH:11][CH:10]=2)[CH:2]=1.CN(C(ON1N=NC2C=CC=NC1=2)=[N+](C)C)C.F[P-](F)(F)(F)(F)F.[CH3:43][C:44]1([CH3:53])[CH2:49][CH:48]([NH2:50])[CH2:47][C:46]([CH3:52])([CH3:51])[NH:45]1.CCN(C(C)C)C(C)C, predict the reaction product. The product is: [CH3:43][C:44]1([CH3:53])[CH2:49][CH:48]([NH:50][C:13](=[O:15])[C:12]2[CH:11]=[CH:10][C:9]([CH2:8][O:7][C:3]3[CH:2]=[C:1]([CH3:18])[CH:6]=[CH:5][CH:4]=3)=[CH:17][CH:16]=2)[CH2:47][C:46]([CH3:52])([CH3:51])[NH:45]1. (2) Given the reactants C([O:3][C:4](=[O:34])[CH2:5][CH2:6][C:7]1[CH:12]=[CH:11][CH:10]=[C:9]([C:13]#[N:14])[C:8]=1[O:15][CH2:16][C@H:17]([OH:33])[CH2:18][NH:19][C:20]([CH3:32])([CH3:31])[CH2:21][CH:22]1[CH2:30][C:29]2[C:24](=[CH:25][CH:26]=[CH:27][CH:28]=2)[CH2:23]1)C.[OH-].[Na+].[ClH:37], predict the reaction product. The product is: [ClH:37].[C:13]([C:9]1[C:8]([O:15][CH2:16][C@H:17]([OH:33])[CH2:18][NH:19][C:20]([CH3:31])([CH3:32])[CH2:21][CH:22]2[CH2:23][C:24]3[C:29](=[CH:28][CH:27]=[CH:26][CH:25]=3)[CH2:30]2)=[C:7]([CH2:6][CH2:5][C:4]([OH:34])=[O:3])[CH:12]=[CH:11][CH:10]=1)#[N:14].